This data is from HIV replication inhibition screening data with 41,000+ compounds from the AIDS Antiviral Screen. The task is: Binary Classification. Given a drug SMILES string, predict its activity (active/inactive) in a high-throughput screening assay against a specified biological target. (1) The molecule is CC(Br)(c1ccccc1)[PH](c1ccccc1)(c1ccccc1)c1ccccc1. The result is 0 (inactive). (2) The drug is CC(=O)Oc1ccc(-c2oc3c(C4C=C(C)CC(c5ccc(OC(C)=O)cc5OC(C)=O)C4C(=O)c4ccc(OC(C)=O)c(CC=C(C)C)c4OC(C)=O)c(OC(C)=O)cc(O)c3c(=O)c2CC=C(C)C)c(OC(C)=O)c1. The result is 0 (inactive). (3) The molecule is C1CCN(CCCSSCCCN2CCCCC2)CC1. The result is 0 (inactive). (4) The drug is CCOC(=O)c1ccc(N2CN3c4ccccc4CCC3C2c2cnc(O)nc2O)cc1. The result is 0 (inactive). (5) The drug is O=S(=O)(O)c1cc2cc(S(=O)(=O)O)c(O)cc2cc1O. The result is 0 (inactive). (6) The result is 0 (inactive). The molecule is Cc1ccnn1CCc1ccc(Cl)cc1Cl.Cl. (7) The molecule is CC1(C)OC(=O)C(=Cc2ccc(O)cc2)C(=O)O1. The result is 0 (inactive).